Dataset: Catalyst prediction with 721,799 reactions and 888 catalyst types from USPTO. Task: Predict which catalyst facilitates the given reaction. (1) The catalyst class is: 25. Product: [Cl:1][C:2]1[N:7]=[C:6]([Cl:8])[C:5]([C:9]([NH:15][C:14]2[C:16]([CH3:20])=[CH:17][CH:18]=[CH:19][C:13]=2[CH3:12])=[O:10])=[CH:4][N:3]=1. Reactant: [Cl:1][C:2]1[N:7]=[C:6]([Cl:8])[C:5]([C:9](Cl)=[O:10])=[CH:4][N:3]=1.[CH3:12][C:13]1[CH:19]=[CH:18][CH:17]=[C:16]([CH3:20])[C:14]=1[NH2:15]. (2) Reactant: [Br:1][C:2]1[C:3]([N:12]2[CH2:17][CH2:16][N:15]([CH2:18][C:19]3[CH:20]=[N:21][CH:22]=[CH:23][CH:24]=3)[CH2:14][CH2:13]2)=[C:4]([N+:9]([O-])=O)[C:5]([NH2:8])=[N:6][CH:7]=1.[N:25]1([CH2:31][C:32]2[CH:39]=[CH:38][C:35]([CH:36]=O)=[CH:34][CH:33]=2)[CH2:30][CH2:29][O:28][CH2:27][CH2:26]1.[O-]S(S([O-])=O)=O.[Na+].[Na+]. Product: [Br:1][C:2]1[C:3]([N:12]2[CH2:17][CH2:16][N:15]([CH2:18][C:19]3[CH:20]=[N:21][CH:22]=[CH:23][CH:24]=3)[CH2:14][CH2:13]2)=[C:4]2[N:9]=[C:36]([C:35]3[CH:34]=[CH:33][C:32]([CH2:31][N:25]4[CH2:30][CH2:29][O:28][CH2:27][CH2:26]4)=[CH:39][CH:38]=3)[NH:8][C:5]2=[N:6][CH:7]=1. The catalyst class is: 14. (3) Reactant: [C:1]([O:5][C:6]([NH:8][C@@H:9]1[C:23](=[O:24])[N:22]2[CH2:25][C@H:26]([O:28][C:29]([N:31]3[CH2:39][C:38]4[C:33](=[CH:34][CH:35]=[CH:36][C:37]=4[F:40])[CH2:32]3)=[O:30])[CH2:27][C@H:21]2[C:20](=[O:41])[NH:19][C@:18]2([C:43]([O:45]CC)=[O:44])[CH2:42][C@H:17]2[CH:16]=[CH:15][CH2:14][CH2:13][O:12][CH2:11][CH2:10]1)=[O:7])([CH3:4])([CH3:3])[CH3:2].[OH-].[Na+].CCOCC. Product: [C:1]([O:5][C:6]([NH:8][C@@H:9]1[C:23](=[O:24])[N:22]2[CH2:25][C@H:26]([O:28][C:29]([N:31]3[CH2:39][C:38]4[C:33](=[CH:34][CH:35]=[CH:36][C:37]=4[F:40])[CH2:32]3)=[O:30])[CH2:27][C@H:21]2[C:20](=[O:41])[NH:19][C@:18]2([C:43]([OH:45])=[O:44])[CH2:42][C@H:17]2[CH:16]=[CH:15][CH2:14][CH2:13][O:12][CH2:11][CH2:10]1)=[O:7])([CH3:4])([CH3:2])[CH3:3]. The catalyst class is: 20. (4) Product: [F:31][C:15]([F:14])([F:32])[C:16]1[CH:17]=[C:18]([N:22]2[CH2:27][CH2:26][CH:25]([C:28]([N:1]3[CH2:5][CH2:4][C@H:3]([NH:6][C:7](=[O:13])[O:8][C:9]([CH3:10])([CH3:12])[CH3:11])[CH2:2]3)=[O:29])[CH2:24][CH2:23]2)[CH:19]=[CH:20][CH:21]=1. Reactant: [NH:1]1[CH2:5][CH2:4][C@H:3]([NH:6][C:7](=[O:13])[O:8][C:9]([CH3:12])([CH3:11])[CH3:10])[CH2:2]1.[F:14][C:15]([F:32])([F:31])[C:16]1[CH:17]=[C:18]([N:22]2[CH2:27][CH2:26][CH:25]([C:28](O)=[O:29])[CH2:24][CH2:23]2)[CH:19]=[CH:20][CH:21]=1.C(N(CC)CC)C.F[P-](F)(F)(F)(F)F.N1(O[P+](N(C)C)(N(C)C)N(C)C)C2C=CC=CC=2N=N1. The catalyst class is: 91. (5) Reactant: [CH:1]1([N:5]([CH3:28])[C:6](=[O:27])[C:7]2[CH:12]=[C:11]([O:13][C:14]3[C:19]([CH3:20])=[CH:18][C:17]([N+:21]([O-:23])=[O:22])=[CH:16][C:15]=3[CH3:24])[CH:10]=[CH:9][C:8]=2[O:25]C)[CH2:4][CH2:3][CH2:2]1.B(Br)(Br)Br. Product: [CH:1]1([N:5]([CH3:28])[C:6](=[O:27])[C:7]2[CH:12]=[C:11]([O:13][C:14]3[C:19]([CH3:20])=[CH:18][C:17]([N+:21]([O-:23])=[O:22])=[CH:16][C:15]=3[CH3:24])[CH:10]=[CH:9][C:8]=2[OH:25])[CH2:4][CH2:3][CH2:2]1. The catalyst class is: 6. (6) Reactant: [CH2:1]([O:3][C:4](=[O:26])[C:5]([O:23][CH2:24][CH3:25])=[CH:6][C:7]1[CH:12]=[CH:11][C:10]([O:13][CH2:14][C:15]2[CH:20]=[CH:19][CH:18]=[CH:17][CH:16]=2)=[C:9]([O:21][CH3:22])[CH:8]=1)[CH3:2]. Product: [CH2:1]([O:3][C:4](=[O:26])[CH:5]([O:23][CH2:24][CH3:25])[CH2:6][C:7]1[CH:12]=[CH:11][C:10]([O:13][CH2:14][C:15]2[CH:20]=[CH:19][CH:18]=[CH:17][CH:16]=2)=[C:9]([O:21][CH3:22])[CH:8]=1)[CH3:2]. The catalyst class is: 78.